From a dataset of hERG Central: cardiac toxicity at 1µM, 10µM, and general inhibition. Predict hERG channel inhibition at various concentrations. (1) The drug is Cc1ccccc1-n1ncc2c1CC(C)(C)CC2NC(=O)CCC1=NNC(=O)CC1. Results: hERG_inhib (hERG inhibition (general)): blocker. (2) The molecule is CCCCc1cc(=O)oc2cc(OCC(=O)N3C[C@@H]4C[C@H](C3)Cn3c4cccc3=O)c(Cl)cc12. Results: hERG_inhib (hERG inhibition (general)): blocker. (3) The compound is COc1ccc(C(OCC(O)CN(C)C2CCCCC2)c2ccc(OC)cc2)cc1. Results: hERG_inhib (hERG inhibition (general)): blocker. (4) The compound is CC(C)Cn1nc(C(=O)Nc2cccc(C(=O)NC3CC3)c2)c2ccccc2c1=O. Results: hERG_inhib (hERG inhibition (general)): blocker. (5) Results: hERG_inhib (hERG inhibition (general)): blocker. The compound is CN(CCO)c1ncnc2c1sc1nc(N3CCOCC3)c3c(c12)CCC3. (6) The compound is CCc1cc(=O)[nH]c(SCCCF)n1. Results: hERG_inhib (hERG inhibition (general)): blocker. (7) The molecule is Cl.O=C(CCN1CCN(c2ccccc2F)CC1)c1ccc(Br)cc1. Results: hERG_inhib (hERG inhibition (general)): blocker. (8) The molecule is CCOc1ccc(OCc2cccc(C(=O)N3CCCCCC3)c2)cc1. Results: hERG_inhib (hERG inhibition (general)): blocker. (9) The drug is O=C(C1CCN(c2nnc(-n3cccc3)s2)CC1)N1CCN(Cc2ccc3c(c2)OCO3)CC1. Results: hERG_inhib (hERG inhibition (general)): blocker.